Dataset: Catalyst prediction with 721,799 reactions and 888 catalyst types from USPTO. Task: Predict which catalyst facilitates the given reaction. (1) Reactant: [OH:1][C@@H:2]1[C:7]2=[C:8]3[C:17](=[C:18]([O:20][CH3:21])[CH:19]=[C:6]2[O:5][C:4]([CH3:29])([CH3:28])[C@@H:3]1[OH:30])[C:16](=[O:22])[C:15]1[C:10](=[CH:11][CH:12]=[C:13]2[CH:26]=[CH:25][CH:24]=[CH:23][C:14]2=1)[N:9]3[CH3:27].[C:31]1(=[O:37])[O:36][C:34](=[O:35])[CH2:33][CH2:32]1.CN(C1C=CC=CN=1)C.[C:47](OC(=O)C)(=[O:49])[CH3:48]. Product: [C:47]([O:1][C@@H:2]1[C:7]2=[C:8]3[C:17](=[C:18]([O:20][CH3:21])[CH:19]=[C:6]2[O:5][C:4]([CH3:28])([CH3:29])[C@@H:3]1[O:30][CH:33]([CH2:32][CH:31]=[O:37])[C:34]([OH:36])=[O:35])[C:16](=[O:22])[C:15]1[C:10](=[CH:11][CH:12]=[C:13]2[CH:26]=[CH:25][CH:24]=[CH:23][C:14]2=1)[N:9]3[CH3:27])(=[O:49])[CH3:48]. The catalyst class is: 17. (2) Reactant: Cl[CH2:2][CH2:3][O:4][C:5]1[C:35]([O:36][CH3:37])=[CH:34][C:8]2[CH:9]=[C:10]3[C:15](=[CH:16][C:7]=2[CH:6]=1)[N:14]=[CH:13][C:12]([C:17]#[N:18])=[C:11]3[NH:19][C:20]1[CH:25]=[CH:24][C:23]([S:26][C:27]2[N:28]([CH3:32])[CH:29]=[CH:30][N:31]=2)=[C:22]([Cl:33])[CH:21]=1.[NH:38]1[CH2:43][CH2:42][O:41][CH2:40][CH2:39]1.[I-].[Na+].C(=O)(O)[O-].[Na+]. The catalyst class is: 57. Product: [Cl:33][C:22]1[CH:21]=[C:20]([NH:19][C:11]2[C:10]3[C:15](=[CH:16][C:7]4[CH:6]=[C:5]([O:4][CH2:3][CH2:2][N:38]5[CH2:43][CH2:42][O:41][CH2:40][CH2:39]5)[C:35]([O:36][CH3:37])=[CH:34][C:8]=4[CH:9]=3)[N:14]=[CH:13][C:12]=2[C:17]#[N:18])[CH:25]=[CH:24][C:23]=1[S:26][C:27]1[N:28]([CH3:32])[CH:29]=[CH:30][N:31]=1. (3) Reactant: [CH2:1]([O:5][C:6]1[C:15]2[C:10](=[CH:11][CH:12]=[C:13]([C:16]3[NH:20][C:19](=[O:21])[O:18][N:17]=3)[CH:14]=2)[C:9](=[O:22])[N:8]([CH2:23][CH:24]([CH3:26])[CH3:25])[C:7]=1[CH2:27][NH:28]C(=O)OC(C)(C)C)[CH2:2][CH2:3][CH3:4].[ClH:36]. Product: [ClH:36].[NH2:28][CH2:27][C:7]1[N:8]([CH2:23][CH:24]([CH3:25])[CH3:26])[C:9](=[O:22])[C:10]2[C:15]([C:6]=1[O:5][CH2:1][CH2:2][CH2:3][CH3:4])=[CH:14][C:13]([C:16]1[NH:20][C:19](=[O:21])[O:18][N:17]=1)=[CH:12][CH:11]=2. The catalyst class is: 13. (4) Reactant: [F:1][C:2]1[CH:7]=[C:6]([F:8])[CH:5]=[CH:4][C:3]=1[C:9]1[N:10]2[C:15]([CH:16]=[CH:17][CH:18]=1)=[C:14]([C:19]1[C:27]([F:28])=[CH:26][C:22]([C:23]([OH:25])=O)=[CH:21][C:20]=1[F:29])[C:13](=[O:30])[CH:12]=[CH:11]2.C(Cl)CCl.C1C=CC2N(O)N=[N:41]C=2C=1.[OH-].[NH4+]. Product: [F:1][C:2]1[CH:7]=[C:6]([F:8])[CH:5]=[CH:4][C:3]=1[C:9]1[N:10]2[C:15]([CH:16]=[CH:17][CH:18]=1)=[C:14]([C:19]1[C:27]([F:28])=[CH:26][C:22]([C:23]([NH2:41])=[O:25])=[CH:21][C:20]=1[F:29])[C:13](=[O:30])[CH:12]=[CH:11]2. The catalyst class is: 37. (5) Reactant: [NH2:1][C:2]1[NH:6][N:5]=[C:4]([C:7]2[CH:12]=[CH:11][C:10]([O:13][C:14]3[CH:19]=[CH:18][CH:17]=[CH:16][CH:15]=3)=[CH:9][CH:8]=2)[C:3]=1[C:20]#[N:21].C([O-])([O-])=O.[K+].[K+].Br[CH:29]1[C:34](=O)[CH2:33][CH2:32][N:31]([C:36]([O:38][C:39]([CH3:42])([CH3:41])[CH3:40])=[O:37])[CH2:30]1.O. Product: [C:20]([C:3]1[C:4]([C:7]2[CH:8]=[CH:9][C:10]([O:13][C:14]3[CH:19]=[CH:18][CH:17]=[CH:16][CH:15]=3)=[CH:11][CH:12]=2)=[N:5][N:6]2[C:29]3[CH2:30][N:31]([C:36]([O:38][C:39]([CH3:42])([CH3:41])[CH3:40])=[O:37])[CH2:32][CH2:33][C:34]=3[NH:1][C:2]=12)#[N:21]. The catalyst class is: 499. (6) Reactant: [CH3:1][C:2]1[CH:6]=[CH:5][N:4]([C:7]2[CH:12]=[C:11]([C:13]([F:16])([F:15])[F:14])[CH:10]=[C:9]([N+:17]([O-])=O)[CH:8]=2)[N:3]=1. Product: [CH3:1][C:2]1[CH:6]=[CH:5][N:4]([C:7]2[CH:8]=[C:9]([CH:10]=[C:11]([C:13]([F:15])([F:14])[F:16])[CH:12]=2)[NH2:17])[N:3]=1. The catalyst class is: 19. (7) Reactant: [H-].[Na+].[CH2:3]([OH:8])[CH2:4][CH2:5][CH2:6][OH:7].[CH2:9](Br)[C:10]1[CH:15]=[CH:14][CH:13]=[CH:12][CH:11]=1. Product: [CH2:9]([O:7][CH2:6][CH2:5][CH2:4][CH2:3][OH:8])[C:10]1[CH:15]=[CH:14][CH:13]=[CH:12][CH:11]=1. The catalyst class is: 1. (8) Reactant: [CH2:1]([C:8]1[C:12]2[CH:13]=[C:14]([CH3:18])[CH:15]=[C:16](Br)[C:11]=2[O:10][C:9]=1[C:19]#[N:20])[C:2]1[CH:7]=[CH:6][CH:5]=[CH:4][CH:3]=1.[C:21]([O:25][C:26]([N:28]1[CH2:33][CH:32]=[C:31](B2OC(C)(C)C(C)(C)O2)[CH2:30][CH2:29]1)=[O:27])([CH3:24])([CH3:23])[CH3:22].C(=O)([O-])[O-].[K+].[K+]. Product: [C:21]([O:25][C:26]([N:28]1[CH2:29][CH:30]=[C:31]([C:16]2[C:11]3[O:10][C:9]([C:19]#[N:20])=[C:8]([CH2:1][C:2]4[CH:7]=[CH:6][CH:5]=[CH:4][CH:3]=4)[C:12]=3[CH:13]=[C:14]([CH3:18])[CH:15]=2)[CH2:32][CH2:33]1)=[O:27])([CH3:24])([CH3:22])[CH3:23]. The catalyst class is: 140. (9) The catalyst class is: 31. Product: [CH3:3][N:4]1[C:5]2[CH:9]=[C:8]([C:10]3[CH:14]=[N:13][NH:12][CH:11]=3)[S:7][C:6]=2[C:15](=[O:16])[NH:17][C:23]21[CH2:27][CH2:26][CH2:25][CH2:24]2. Reactant: Cl.Cl.[CH3:3][NH:4][C:5]1[CH:9]=[C:8]([C:10]2[CH:11]=[N:12][NH:13][CH:14]=2)[S:7][C:6]=1[C:15]([NH2:17])=[O:16].C([O-])(O)=O.[Na+].[C:23]1(=O)[CH2:27][CH2:26][CH2:25][CH2:24]1.CC1C=CC(S(O)(=O)=O)=CC=1.[O-]S([O-])(=O)=O.[Mg+2]. (10) Reactant: C[O:2][C:3](=[O:31])[CH2:4][C@@H:5]([C:9]1[CH:14]=[CH:13][C:12]([O:15][CH2:16][C:17]2[CH2:30][CH2:29][CH2:28][C@@:19]3([CH2:23][C@@H:22]([O:24]C(=O)C)[CH2:21][CH2:20]3)[CH:18]=2)=[CH:11][CH:10]=1)[C:6]#[C:7][CH3:8].CO.[OH-].[Na+].Cl. Product: [OH:24][C@H:22]1[CH2:21][CH2:20][C@:19]2([CH2:28][CH2:29][CH2:30][C:17]([CH2:16][O:15][C:12]3[CH:11]=[CH:10][C:9]([C@@H:5]([C:6]#[C:7][CH3:8])[CH2:4][C:3]([OH:31])=[O:2])=[CH:14][CH:13]=3)=[CH:18]2)[CH2:23]1. The catalyst class is: 7.